From a dataset of Catalyst prediction with 721,799 reactions and 888 catalyst types from USPTO. Predict which catalyst facilitates the given reaction. (1) Reactant: [C:1](Cl)(=[O:8])[C:2]1[CH:7]=[CH:6][CH:5]=[CH:4][CH:3]=1.[CH2:10]([NH2:13])[CH2:11][CH3:12]. Product: [CH2:10]([NH:13][C:1](=[O:8])[C:2]1[CH:7]=[CH:6][CH:5]=[CH:4][CH:3]=1)[CH2:11][CH3:12]. The catalyst class is: 2. (2) Reactant: [CH2:1]([O:3][C:4]([CH:6]1[CH2:9][CH:8]([CH2:10][NH:11][C:12]([NH:14][C@:15]([C:23]2[CH:28]=[CH:27][C:26]([CH2:29][CH2:30][C:31]([CH3:34])([CH3:33])[CH3:32])=[C:25]([Cl:35])[CH:24]=2)([CH3:22])[CH:16]([CH2:20]O)[CH:17]([CH3:19])[CH3:18])=[O:13])[CH2:7]1)=[O:5])[CH3:2].C(O)(=O)C.C(O)(=O)C.IC1C=CC=CC=1.CC1(C)N([O])C(C)(C)CCC1.FC(F)(F)C(O)=O.S([O-])([O-])=O.[Na+].[Na+].C(=O)([O-])O.[Na+]. Product: [CH2:1]([O:3][C:4]([CH:6]1[CH2:7][CH:8]([CH2:10][N:11]2[CH:20]=[C:16]([CH:17]([CH3:18])[CH3:19])[C@@:15]([C:23]3[CH:28]=[CH:27][C:26]([CH2:29][CH2:30][C:31]([CH3:34])([CH3:33])[CH3:32])=[C:25]([Cl:35])[CH:24]=3)([CH3:22])[NH:14][C:12]2=[O:13])[CH2:9]1)=[O:5])[CH3:2]. The catalyst class is: 4. (3) Reactant: [CH:1]1([CH:7]([N:17]2C(=O)C3C(=CC=CC=3)C2=O)[CH2:8][NH:9][C:10](=[O:16])[O:11][C:12]([CH3:15])([CH3:14])[CH3:13])[CH2:6][CH2:5][CH2:4][CH2:3][CH2:2]1.NN. Product: [NH2:17][CH:7]([CH:1]1[CH2:6][CH2:5][CH2:4][CH2:3][CH2:2]1)[CH2:8][NH:9][C:10](=[O:16])[O:11][C:12]([CH3:15])([CH3:13])[CH3:14]. The catalyst class is: 5. (4) Reactant: [N-:1]=[N+:2]=[N-:3].[Na+].Br[C@@H:6]1[CH2:25][N:9]2[C:10](=[O:24])[N:11]([C:13]3[CH:18]=[CH:17][C:16]([O:19][C:20]([F:23])([F:22])[F:21])=[CH:15][CH:14]=3)[CH2:12][C@@H:8]2[CH2:7]1.O. Product: [N:1]([C@H:6]1[CH2:25][N:9]2[C:10](=[O:24])[N:11]([C:13]3[CH:18]=[CH:17][C:16]([O:19][C:20]([F:23])([F:22])[F:21])=[CH:15][CH:14]=3)[CH2:12][C@@H:8]2[CH2:7]1)=[N+:2]=[N-:3]. The catalyst class is: 3. (5) Reactant: Br[C:2]1[CH:3]=[C:4]([C:21]([NH2:23])=[O:22])[C:5]2[NH:6][C:7]3[C:12]([C:13]=2[CH:14]=1)=[CH:11][CH:10]=[C:9]([C:15]1[CH:16]=[N:17][CH:18]=[CH:19][CH:20]=1)[CH:8]=3.[Cl:24][C:25]1[CH:37]=[C:36](B2OC(C)(C)C(C)(C)O2)[CH:35]=[CH:34][C:26]=1[CH2:27][N:28]1[CH2:33][CH2:32][O:31][CH2:30][CH2:29]1. Product: [Cl:24][C:25]1[CH:37]=[C:36]([C:2]2[CH:3]=[C:4]([C:21]([NH2:23])=[O:22])[C:5]3[NH:6][C:7]4[C:12]([C:13]=3[CH:14]=2)=[CH:11][CH:10]=[C:9]([C:15]2[CH:16]=[N:17][CH:18]=[CH:19][CH:20]=2)[CH:8]=4)[CH:35]=[CH:34][C:26]=1[CH2:27][N:28]1[CH2:29][CH2:30][O:31][CH2:32][CH2:33]1. The catalyst class is: 462. (6) Reactant: Cl[C:2]1[N:7]=[CH:6][C:5]([Br:8])=[CH:4][N:3]=1.[NH2:9][CH2:10][CH2:11][N:12]1[CH2:17][CH2:16][O:15][CH2:14][CH2:13]1.C(N(C(C)C)CC)(C)C. Product: [Br:8][C:5]1[CH:4]=[N:3][C:2]([NH:9][CH2:10][CH2:11][N:12]2[CH2:17][CH2:16][O:15][CH2:14][CH2:13]2)=[N:7][CH:6]=1. The catalyst class is: 1. (7) Reactant: Cl.[N:2]1([C:8]2[CH:16]=[CH:15][C:11]([C:12]([OH:14])=[O:13])=[CH:10][CH:9]=2)[CH2:7][CH2:6][NH:5][CH2:4][CH2:3]1.[OH-].[Na+].[C:19](Cl)([O:21][CH2:22][CH:23]1[C:35]2[C:30](=[CH:31][CH:32]=[CH:33][CH:34]=2)[C:29]2[C:24]1=[CH:25][CH:26]=[CH:27][CH:28]=2)=[O:20].C(N(C(C)C)CC)(C)C. Product: [C:19]([N:5]1[CH2:4][CH2:3][N:2]([C:8]2[CH:9]=[CH:10][C:11]([C:12]([OH:14])=[O:13])=[CH:15][CH:16]=2)[CH2:7][CH2:6]1)([O:21][CH2:22][CH:23]1[C:24]2[C:29](=[CH:28][CH:27]=[CH:26][CH:25]=2)[C:30]2[C:35]1=[CH:34][CH:33]=[CH:32][CH:31]=2)=[O:20]. The catalyst class is: 38.